This data is from Forward reaction prediction with 1.9M reactions from USPTO patents (1976-2016). The task is: Predict the product of the given reaction. (1) Given the reactants [F:1][C:2]1[CH:7]=[CH:6][CH:5]=[CH:4][C:3]=1[C:8](=O)[CH2:9][O:10][C@@H:11]([CH:16]=[CH2:17])[C:12]([F:15])([F:14])[F:13].Cl.[NH2:20][OH:21].C([O-])(=O)C.[Na+], predict the reaction product. The product is: [F:1][C:2]1[CH:7]=[CH:6][CH:5]=[CH:4][C:3]=1[C:8](=[N:20][OH:21])[CH2:9][O:10][C@@H:11]([CH:16]=[CH2:17])[C:12]([F:15])([F:14])[F:13]. (2) The product is: [CH3:1][O:2][C:3]1[CH:4]=[C:5]([C:6]([NH:19][NH:18][C:20]([O:22][C:23]([CH3:26])([CH3:25])[CH3:24])=[O:21])=[O:8])[CH:9]=[CH:10][C:11]=1[N:12]1[CH:16]=[C:15]([CH3:17])[N:14]=[CH:13]1. Given the reactants [CH3:1][O:2][C:3]1[CH:4]=[C:5]([CH:9]=[CH:10][C:11]=1[N:12]1[CH:16]=[C:15]([CH3:17])[N:14]=[CH:13]1)[C:6]([OH:8])=O.[NH:18]([C:20]([O:22][C:23]([CH3:26])([CH3:25])[CH3:24])=[O:21])[NH2:19].C(P(C#N)(CC)=O)C.C(N(CC)CC)C, predict the reaction product. (3) Given the reactants CN(C(ON1N=NC2C=CC=CC1=2)=[N+](C)C)C.F[P-](F)(F)(F)(F)F.[CH3:25][C:26]([CH3:39])([CH3:38])[CH2:27][CH2:28][N:29]1[CH2:34][CH2:33][CH:32]([C:35]([OH:37])=O)[CH2:31][CH2:30]1.[NH2:40][CH2:41][C:42]1[CH:47]=[CH:46][C:45]([C:48]([N:50]2[CH2:59][CH2:58][C:57]3[N:56]=[C:55]([CH3:60])[N:54]([CH2:61][C:62]4[CH:67]=[CH:66][CH:65]=[CH:64][CH:63]=4)[C:53]=3[C:52]3[CH:68]=[CH:69][CH:70]=[CH:71][C:51]2=3)=[O:49])=[CH:44][C:43]=1[CH3:72].CCN(C(C)C)C(C)C, predict the reaction product. The product is: [CH2:61]([N:54]1[C:53]2[C:52]3[CH:68]=[CH:69][CH:70]=[CH:71][C:51]=3[N:50]([C:48]([C:45]3[CH:46]=[CH:47][C:42]([CH2:41][NH:40][C:35]([CH:32]4[CH2:31][CH2:30][N:29]([CH2:28][CH2:27][C:26]([CH3:25])([CH3:39])[CH3:38])[CH2:34][CH2:33]4)=[O:37])=[C:43]([CH3:72])[CH:44]=3)=[O:49])[CH2:59][CH2:58][C:57]=2[N:56]=[C:55]1[CH3:60])[C:62]1[CH:67]=[CH:66][CH:65]=[CH:64][CH:63]=1. (4) Given the reactants [Cl:1][C:2]1[CH:7]=[CH:6][C:5]([C:8]2([OH:34])[CH2:13][CH2:12][N:11]([CH2:14][CH2:15][CH:16]=[C:17]3[C:27]4[C:22](=[N:23][CH:24]=[CH:25][CH:26]=4)[O:21][C:20]4[CH:28]=[CH:29][C:30]([CH:32]=[CH2:33])=[CH:31][C:19]=4[CH2:18]3)[CH2:10][CH2:9]2)=[CH:4][CH:3]=1, predict the reaction product. The product is: [Cl:1][C:2]1[CH:7]=[CH:6][C:5]([C:8]2([OH:34])[CH2:13][CH2:12][N:11]([CH2:14][CH2:15][CH:16]=[C:17]3[C:27]4[C:22](=[N:23][CH:24]=[CH:25][CH:26]=4)[O:21][C:20]4[CH:28]=[CH:29][C:30]([CH2:32][CH3:33])=[CH:31][C:19]=4[CH2:18]3)[CH2:10][CH2:9]2)=[CH:4][CH:3]=1.